From a dataset of Catalyst prediction with 721,799 reactions and 888 catalyst types from USPTO. Predict which catalyst facilitates the given reaction. (1) Reactant: [NH2:1][C@@H:2]1[CH2:6][C@H:5]([CH2:7][OH:8])[C@@H:4]([OH:9])[C@H:3]1[OH:10].Cl.N[C:13]1[N:18]=[C:17](Cl)[CH:16]=[C:15]([Cl:20])[N:14]=1.CCN(CC)CC. The catalyst class is: 32. Product: [Cl:20][C:15]1[N:14]=[CH:13][N:18]=[C:17]([NH:1][C@@H:2]2[CH2:6][C@H:5]([CH2:7][OH:8])[C@@H:4]([OH:9])[C@H:3]2[OH:10])[CH:16]=1. (2) Reactant: CC(C)([O-])C.[K+].[C:7]([CH2:9]P(=O)(OCC)OCC)#[N:8].[CH:18]1([CH:23]=O)[CH2:22][CH2:21][CH2:20][CH2:19]1. Product: [CH:18]1([CH:23]=[CH:9][C:7]#[N:8])[CH2:22][CH2:21][CH2:20][CH2:19]1. The catalyst class is: 20. (3) Reactant: Cl[C:2]1[CH:7]=[C:6]([CH2:8][CH3:9])[N:5]=[C:4]([N:10]([C:18]([O:20][C:21]([CH3:24])([CH3:23])[CH3:22])=[O:19])[C:11]([O:13][C:14]([CH3:17])([CH3:16])[CH3:15])=[O:12])[CH:3]=1.[B:25]1([B:25]2[O:29][C:28]([CH3:31])([CH3:30])[C:27]([CH3:33])([CH3:32])[O:26]2)[O:29][C:28]([CH3:31])([CH3:30])[C:27]([CH3:33])([CH3:32])[O:26]1.C1(P(C2CCCCC2)C2CCCCC2)CCCCC1.CC([O-])=O.[K+]. Product: [CH2:8]([C:6]1[N:5]=[C:4]([N:10]([C:18]([O:20][C:21]([CH3:24])([CH3:23])[CH3:22])=[O:19])[C:11]([O:13][C:14]([CH3:17])([CH3:16])[CH3:15])=[O:12])[CH:3]=[C:2]([B:25]2[O:29][C:28]([CH3:31])([CH3:30])[C:27]([CH3:33])([CH3:32])[O:26]2)[CH:7]=1)[CH3:9]. The catalyst class is: 62. (4) Reactant: [C:1]([O:7][CH2:8][C@@H:9]([O:36][C:37]([CH3:40])([CH3:39])[CH3:38])[C:10]1[C:11]([C:29]2[CH:34]=[CH:33][C:32]([Cl:35])=[CH:31][CH:30]=2)=[C:12]2[C:17](=[CH:18][C:19]=1[CH3:20])[N:16]=[C:15](OS(C(F)(F)F)(=O)=O)[CH:14]=[CH:13]2)(=[O:6])[C:2]([CH3:5])([CH3:4])[CH3:3].C([Sn](CCCC)(CCCC)[C:46]1[CH:51]=[CH:50][CH:49]=[CH:48][N:47]=1)CCC. Product: [C:1]([O:7][CH2:8][C@@H:9]([O:36][C:37]([CH3:39])([CH3:40])[CH3:38])[C:10]1[C:11]([C:29]2[CH:34]=[CH:33][C:32]([Cl:35])=[CH:31][CH:30]=2)=[C:12]2[C:17](=[CH:18][C:19]=1[CH3:20])[N:16]=[C:15]([C:46]1[CH:51]=[CH:50][CH:49]=[CH:48][N:47]=1)[CH:14]=[CH:13]2)(=[O:6])[C:2]([CH3:4])([CH3:3])[CH3:5]. The catalyst class is: 104. (5) Reactant: [NH2:1][C:2]1[C:3]([N:12]([C:20]([O:22][C:23]([CH3:26])([CH3:25])[CH3:24])=[O:21])[C:13]([O:15][C:16]([CH3:19])([CH3:18])[CH3:17])=[O:14])=[C:4]([CH:9]=[CH:10][CH:11]=1)[C:5]([O:7][CH3:8])=[O:6].[N:27]1[CH:32]=[CH:31][N:30]=[CH:29][C:28]=1[C:33](O)=[O:34].CN(C(ON1N=NC2C=CC=NC1=2)=[N+](C)C)C.F[P-](F)(F)(F)(F)F.CCN(C(C)C)C(C)C. Product: [C:23]([O:22][C:20]([N:12]([C:13]([O:15][C:16]([CH3:19])([CH3:17])[CH3:18])=[O:14])[C:3]1[C:2]([NH:1][C:33]([C:28]2[CH:29]=[N:30][CH:31]=[CH:32][N:27]=2)=[O:34])=[CH:11][CH:10]=[CH:9][C:4]=1[C:5]([O:7][CH3:8])=[O:6])=[O:21])([CH3:26])([CH3:25])[CH3:24]. The catalyst class is: 18. (6) Reactant: [O:1]1[C:6]2[CH:7]=[CH:8][CH:9]=[CH:10][C:5]=2[O:4][CH2:3][CH:2]1[CH2:11][N:12]1[CH2:21][CH2:20][C:19]2[CH2:18][CH2:17][CH2:16][CH2:15][C:14]=2[CH2:13]1. Product: [O:1]1[C:6]2[CH:7]=[CH:8][CH:9]=[CH:10][C:5]=2[O:4][CH2:3][CH:2]1[CH2:11][N:12]1[CH2:21][CH2:20][CH:19]2[CH:14]([CH2:15][CH2:16][CH2:17][CH2:18]2)[CH2:13]1. The catalyst class is: 5. (7) Reactant: B(Br)(Br)Br.C([O:12][C:13]1[CH:14]=[C:15]([C:19]2[N:23]3[CH:24]=[C:25]([Br:28])[CH:26]=[CH:27][C:22]3=[N:21][N:20]=2)[CH:16]=[CH:17][CH:18]=1)C1C=CC=CC=1.C([O-])(O)=O.[Na+]. Product: [Br:28][C:25]1[CH:26]=[CH:27][C:22]2[N:23]([C:19]([C:15]3[CH:14]=[C:13]([OH:12])[CH:18]=[CH:17][CH:16]=3)=[N:20][N:21]=2)[CH:24]=1. The catalyst class is: 2. (8) Reactant: C1C=C(Cl)C=C(C(OO)=[O:9])C=1.[Cl:12][C:13]1[C:18]([CH:19]=[CH2:20])=[CH:17][C:16]([C:21]#[N:22])=[CH:15][C:14]=1[NH:23][C:24]1[N:29]=[C:28]([NH:30][CH:31]2[CH2:33][CH2:32]2)[C:27]2=[N:34][CH:35]=[C:36]([C:37]#[N:38])[N:26]2[N:25]=1. Product: [Cl:12][C:13]1[C:18]([CH:19]2[CH2:20][O:9]2)=[CH:17][C:16]([C:21]#[N:22])=[CH:15][C:14]=1[NH:23][C:24]1[N:29]=[C:28]([NH:30][CH:31]2[CH2:32][CH2:33]2)[C:27]2=[N:34][CH:35]=[C:36]([C:37]#[N:38])[N:26]2[N:25]=1. The catalyst class is: 22. (9) Reactant: [OH:1][C:2]1[CH:9]=[CH:8][C:5]([CH:6]=O)=[CH:4][CH:3]=1.[S:10]1[CH:14]=[CH:13][CH:12]=[C:11]1[CH2:15][NH2:16].[BH4-].[Na+].[ClH:19]. Product: [ClH:19].[S:10]1[CH:14]=[CH:13][CH:12]=[C:11]1[CH2:15][NH:16][CH2:6][C:5]1[CH:8]=[CH:9][C:2]([OH:1])=[CH:3][CH:4]=1. The catalyst class is: 234. (10) Product: [C:35](=[O:39])([O:23][CH2:22][N:21]1[C:20]2[CH:24]=[CH:25][CH:26]=[CH:27][C:19]=2[N:18]=[C:17]1[S:15]([CH2:14][C:3]1[C:2]([CH3:1])=[C:7]([O:8][CH2:9][C:10]([F:12])([F:11])[F:13])[CH:6]=[CH:5][N:4]=1)=[O:16])[O:36][CH2:37][CH3:38]. The catalyst class is: 7. Reactant: [CH3:1][C:2]1[C:3]([CH2:14][S:15]([C:17]2[N:21]([CH2:22][OH:23])[C:20]3[CH:24]=[CH:25][CH:26]=[CH:27][C:19]=3[N:18]=2)=[O:16])=[N:4][CH:5]=[CH:6][C:7]=1[O:8][CH2:9][C:10]([F:13])([F:12])[F:11].C(N(CC)CC)C.[C:35](Cl)(=[O:39])[O:36][CH2:37][CH3:38].C(OCC)(=O)C.